From a dataset of Forward reaction prediction with 1.9M reactions from USPTO patents (1976-2016). Predict the product of the given reaction. (1) Given the reactants Br[C:2]1[CH:7]=[CH:6][C:5]([C:8]2[N:12]([CH2:13][C@@H:14]3[CH2:18][CH2:17][N:16]([C:19]([CH:21]4[CH2:23][CH2:22]4)=[O:20])[CH2:15]3)[C:11]3[CH:24]=[CH:25][C:26]([C:28]#[N:29])=[CH:27][C:10]=3[N:9]=2)=[CH:4][CH:3]=1.CC1(C)C(C)(C)OB([C:38]2[CH:39]=[CH:40][C:41]3[O:45][CH:44]=[CH:43][C:42]=3[CH:46]=2)O1.C(=O)([O-])[O-].[K+].[K+], predict the reaction product. The product is: [O:45]1[C:41]2[CH:40]=[CH:39][C:38]([C:2]3[CH:3]=[CH:4][C:5]([C:8]4[N:12]([CH2:13][C@@H:14]5[CH2:18][CH2:17][N:16]([C:19]([CH:21]6[CH2:23][CH2:22]6)=[O:20])[CH2:15]5)[C:11]5[CH:24]=[CH:25][C:26]([C:28]#[N:29])=[CH:27][C:10]=5[N:9]=4)=[CH:6][CH:7]=3)=[CH:46][C:42]=2[CH:43]=[CH:44]1. (2) The product is: [Cl:1][C:2]1[CH:3]=[CH:4][C:5]([CH2:6][NH:7][C:8]([C:10]2[CH:11]=[C:12]3[C:13]([C:14](=[O:16])[N:25]([C:26]4[N:31]=[C:30]([C:32]([OH:34])=[O:33])[CH:29]=[CH:28][CH:27]=4)[C:21](=[S:22])[NH:20]3)=[CH:18][CH:19]=2)=[O:9])=[CH:23][CH:24]=1. Given the reactants [Cl:1][C:2]1[CH:24]=[CH:23][C:5]([CH2:6][NH:7][C:8]([C:10]2[CH:19]=[CH:18][C:13]([C:14]([O:16]C)=O)=[C:12]([N:20]=[C:21]=[S:22])[CH:11]=2)=[O:9])=[CH:4][CH:3]=1.[NH2:25][C:26]1[N:31]=[C:30]([C:32]([O:34]C)=[O:33])[CH:29]=[CH:28][CH:27]=1.[OH-].[Na+], predict the reaction product.